Dataset: Full USPTO retrosynthesis dataset with 1.9M reactions from patents (1976-2016). Task: Predict the reactants needed to synthesize the given product. Given the product [Cl:1][C:2]1[CH:3]=[CH:4][C:5]([O:20][CH2:22][C:23]2[O:27][N:26]=[C:25]([CH3:28])[CH:24]=2)=[C:6]([CH:19]=1)[CH2:7][N:8]1[C:9](=[O:18])[C:10]2[C:15](=[CH:14][CH:13]=[CH:12][CH:11]=2)[C:16]1=[O:17], predict the reactants needed to synthesize it. The reactants are: [Cl:1][C:2]1[CH:3]=[CH:4][C:5]([OH:20])=[C:6]([CH:19]=1)[CH2:7][N:8]1[C:16](=[O:17])[C:15]2[C:10](=[CH:11][CH:12]=[CH:13][CH:14]=2)[C:9]1=[O:18].O[CH2:22][C:23]1[O:27][N:26]=[C:25]([CH3:28])[CH:24]=1.C1(P(C2C=CC=CC=2)C2C=CC=CC=2)C=CC=CC=1.CCOC(/N=N/C(OCC)=O)=O.